This data is from Forward reaction prediction with 1.9M reactions from USPTO patents (1976-2016). The task is: Predict the product of the given reaction. (1) Given the reactants [NH:1]1[CH2:6][CH2:5][C:4](=[O:7])[CH2:3][CH2:2]1.Cl[CH2:9][CH2:10][CH2:11][CH2:12][CH2:13][O:14][CH2:15][C:16]1[CH:21]=[CH:20][CH:19]=[CH:18][CH:17]=1, predict the reaction product. The product is: [CH2:15]([O:14][CH2:13][CH2:12][CH2:11][CH2:10][CH2:9][N:1]1[CH2:6][CH2:5][C:4](=[O:7])[CH2:3][CH2:2]1)[C:16]1[CH:21]=[CH:20][CH:19]=[CH:18][CH:17]=1. (2) Given the reactants Cl.[NH2:2][C:3]1[CH:44]=[CH:43][C:6]([CH2:7][CH2:8][N:9]2[CH2:14][CH2:13][CH:12]([NH:15][C:16]3[CH:29]=[C:28]4[C:19]([O:20][C:21]5[C:22]([C:30]6[NH:35][C:34](=[O:36])[CH:33]=[C:32]([N:37]7[CH2:42][CH2:41][O:40][CH2:39][CH2:38]7)[CH:31]=6)=[CH:23][CH:24]=[CH:25][C:26]=5[CH2:27]4)=[CH:18][CH:17]=3)[CH2:11][CH2:10]2)=[CH:5][CH:4]=1.[C:45](OC(=O)C)(=[O:47])[CH3:46].C(=O)([O-])O.[Na+], predict the reaction product. The product is: [O:40]1[CH2:41][CH2:42][N:37]([C:32]2[CH:31]=[C:30]([C:22]3[CH:23]=[CH:24][CH:25]=[C:26]4[C:21]=3[O:20][C:19]3[CH:18]=[CH:17][C:16]([NH:15][CH:12]5[CH2:13][CH2:14][N:9]([CH2:8][CH2:7][C:6]6[CH:5]=[CH:4][C:3]([NH:2][C:45](=[O:47])[CH3:46])=[CH:44][CH:43]=6)[CH2:10][CH2:11]5)=[CH:29][C:28]=3[CH2:27]4)[NH:35][C:34](=[O:36])[CH:33]=2)[CH2:38][CH2:39]1. (3) Given the reactants [CH3:1][CH:2]([CH2:4][C:5]1[C:13]2[C:8](=[CH:9][CH:10]=[CH:11][CH:12]=2)[NH:7][CH:6]=1)[NH2:3].Br[CH2:15][C:16](=O)[C:17]([O:19][CH2:20][CH2:21][CH3:22])=[O:18], predict the reaction product. The product is: [CH2:20]([O:19][C:17]([C:16]1[C:6]2[NH:7][C:8]3[CH:9]=[CH:10][CH:11]=[CH:12][C:13]=3[C:5]=2[CH2:4][CH:2]([CH3:1])[NH:3][CH:15]=1)=[O:18])[CH2:21][CH3:22]. (4) Given the reactants Cl[C:2]1[C:7]([N+:8]([O-:10])=[O:9])=[CH:6][N:5]=[C:4]2[CH:11]=[CH:12][S:13][C:3]=12.[NH2:14][CH:15]1[CH2:20][CH2:19][N:18]([C:21]([O:23][C:24]([CH3:27])([CH3:26])[CH3:25])=[O:22])[CH2:17][CH2:16]1.C(N(CC)C(C)C)(C)C, predict the reaction product. The product is: [N+:8]([C:7]1[C:2]([NH:14][CH:15]2[CH2:16][CH2:17][N:18]([C:21]([O:23][C:24]([CH3:27])([CH3:26])[CH3:25])=[O:22])[CH2:19][CH2:20]2)=[C:3]2[S:13][CH:12]=[CH:11][C:4]2=[N:5][CH:6]=1)([O-:10])=[O:9]. (5) Given the reactants Cl[CH2:2][C:3]1[S:4][C:5]2[C:10]([N:11]=1)=[CH:9][CH:8]=[CH:7][N:6]=2.[N:12]1([C:18]2[CH:23]=[CH:22][C:21]([OH:24])=[CH:20][CH:19]=2)[CH2:17][CH2:16][NH:15][CH2:14][CH2:13]1.CCN(C(C)C)C(C)C, predict the reaction product. The product is: [N:11]1[C:10]2[C:5](=[N:6][CH:7]=[CH:8][CH:9]=2)[S:4][C:3]=1[CH2:2][N:15]1[CH2:14][CH2:13][N:12]([C:18]2[CH:19]=[CH:20][C:21]([OH:24])=[CH:22][CH:23]=2)[CH2:17][CH2:16]1. (6) Given the reactants [CH3:1][O:2][C:3]1[CH:8]=[CH:7][N:6]=[C:5]([N:9](C)[C:10](=O)OC(C)(C)C)[CH:4]=1, predict the reaction product. The product is: [CH3:1][O:2][C:3]1[CH:8]=[CH:7][N:6]=[C:5]([NH:9][CH3:10])[CH:4]=1.